From a dataset of Catalyst prediction with 721,799 reactions and 888 catalyst types from USPTO. Predict which catalyst facilitates the given reaction. (1) Reactant: [O:1]=[C:2]([CH3:8])[CH2:3][CH2:4][C:5](Cl)=[O:6].[CH3:9][NH:10][C:11]1[S:12][C:13]([C:16]2[CH:17]=[N:18][CH:19]=[CH:20][CH:21]=2)=[N:14][N:15]=1.[K+].[Br-]. Product: [CH3:9][N:10]([C:11]1[S:12][C:13]([C:16]2[CH:17]=[N:18][CH:19]=[CH:20][CH:21]=2)=[N:14][N:15]=1)[C:5](=[O:6])[CH2:4][CH2:3][C:2](=[O:1])[CH3:8]. The catalyst class is: 68. (2) Reactant: [CH2:1]([O:13][C:14]1[CH:15]=[C:16]([C:46]2[O:50][C:49]([C:51]3[CH:60]=[CH:59][C:54]([C:55]([NH:57][NH2:58])=[O:56])=[CH:53][CH:52]=3)=[N:48][N:47]=2)[CH:17]=[C:18]([O:33][CH2:34][CH2:35][CH2:36][CH2:37][CH2:38][CH2:39][CH2:40][CH2:41][CH2:42][CH2:43][CH2:44][CH3:45])[C:19]=1[O:20][CH2:21][CH2:22][CH2:23][CH2:24][CH2:25][CH2:26][CH2:27][CH2:28][CH2:29][CH2:30][CH2:31][CH3:32])[CH2:2][CH2:3][CH2:4][CH2:5][CH2:6][CH2:7][CH2:8][CH2:9][CH2:10][CH2:11][CH3:12].[C:61]([O:64][C:65]1[CH:70]=[CH:69][C:68]([C:71](Cl)=[O:72])=[CH:67][CH:66]=1)(=[O:63])[CH3:62].N1C=CC=CC=1.O. Product: [C:61]([O:64][C:65]1[CH:70]=[CH:69][C:68]([C:71]([NH:58][NH:57][C:55](=[O:56])[C:54]2[CH:59]=[CH:60][C:51]([C:49]3[O:50][C:46]([C:16]4[CH:15]=[C:14]([O:13][CH2:1][CH2:2][CH2:3][CH2:4][CH2:5][CH2:6][CH2:7][CH2:8][CH2:9][CH2:10][CH2:11][CH3:12])[C:19]([O:20][CH2:21][CH2:22][CH2:23][CH2:24][CH2:25][CH2:26][CH2:27][CH2:28][CH2:29][CH2:30][CH2:31][CH3:32])=[C:18]([O:33][CH2:34][CH2:35][CH2:36][CH2:37][CH2:38][CH2:39][CH2:40][CH2:41][CH2:42][CH2:43][CH2:44][CH3:45])[CH:17]=4)=[N:47][N:48]=3)=[CH:52][CH:53]=2)=[O:72])=[CH:67][CH:66]=1)(=[O:63])[CH3:62]. The catalyst class is: 1. (3) Reactant: [CH2:1]([C:8]1[CH:20]=[CH:19][C:11]([O:12][CH2:13][C@H:14]2[CH2:18][CH2:17][CH2:16][NH:15]2)=[CH:10][CH:9]=1)[C:2]1[CH:7]=[CH:6][CH:5]=[CH:4][CH:3]=1.C(N(CC)CC)C.Br[CH2:29][CH2:30][CH2:31][C:32]([O:34][CH3:35])=[O:33].O. Product: [CH3:35][O:34][C:32](=[O:33])[CH2:31][CH2:30][CH2:29][N:15]1[CH2:16][CH2:17][CH2:18][C@@H:14]1[CH2:13][O:12][C:11]1[CH:19]=[CH:20][C:8]([CH2:1][C:2]2[CH:3]=[CH:4][CH:5]=[CH:6][CH:7]=2)=[CH:9][CH:10]=1. The catalyst class is: 4. (4) Reactant: [Cl:1][C:2]1[N:3]([S:19]([C:22]2[CH:27]=[CH:26][CH:25]=[CH:24][CH:23]=2)(=[O:21])=[O:20])[C:4]([C:13]2[CH:18]=[CH:17][CH:16]=[CH:15][CH:14]=2)=[C:5]([F:12])[C:6]=1[C:7](OCC)=[O:8].[H-].C([Al+]CC(C)C)C(C)C.Cl. Product: [Cl:1][C:2]1[N:3]([S:19]([C:22]2[CH:27]=[CH:26][CH:25]=[CH:24][CH:23]=2)(=[O:21])=[O:20])[C:4]([C:13]2[CH:14]=[CH:15][CH:16]=[CH:17][CH:18]=2)=[C:5]([F:12])[C:6]=1[CH2:7][OH:8]. The catalyst class is: 207. (5) Reactant: C([O:4][CH2:5][C:6]([N:8]([CH2:10][C:11]1[C:12]([CH:36](OC)[O:37]C)=[N:13][C:14]2[N:15]([C:21](=[O:35])[NH:22][C:23]3[CH:28]=[C:27]([O:29][CH:30]([CH3:32])[CH3:31])[C:26]([C:33]#[N:34])=[CH:25][N:24]=3)[CH2:16][CH2:17][CH2:18][C:19]=2[CH:20]=1)[CH3:9])=[O:7])(=O)C.Cl. Product: [C:33]([C:26]1[C:27]([O:29][CH:30]([CH3:32])[CH3:31])=[CH:28][C:23]([NH:22][C:21]([N:15]2[C:14]3[C:19](=[CH:20][C:11]([CH2:10][N:8]([CH3:9])[C:6](=[O:7])[CH2:5][OH:4])=[C:12]([CH:36]=[O:37])[N:13]=3)[CH2:18][CH2:17][CH2:16]2)=[O:35])=[N:24][CH:25]=1)#[N:34]. The catalyst class is: 20. (6) Reactant: Cl[C:2]1[CH:7]=[CH:6][N:5]=[C:4]([NH2:8])[CH:3]=1.[NH:9]1[CH2:14][CH2:13][O:12][CH2:11][CH2:10]1. Product: [N:9]1([C:2]2[CH:7]=[CH:6][N:5]=[C:4]([NH2:8])[CH:3]=2)[CH2:14][CH2:13][O:12][CH2:11][CH2:10]1. The catalyst class is: 60. (7) Reactant: [CH3:1][O:2][C:3]1[CH:14]=[CH:13][C:6]2[C:7]([C:10]([OH:12])=O)=[N:8][S:9][C:5]=2[CH:4]=1.[F:15][C:16]1[CH:22]=[CH:21][C:19]([NH2:20])=[CH:18][C:17]=1[C:23]([F:26])([F:25])[F:24].CCN(CC)CC.CCCP(=O)=O. Product: [F:15][C:16]1[CH:22]=[CH:21][C:19]([NH:20][C:10]([C:7]2[C:6]3[CH:13]=[CH:14][C:3]([O:2][CH3:1])=[CH:4][C:5]=3[S:9][N:8]=2)=[O:12])=[CH:18][C:17]=1[C:23]([F:24])([F:25])[F:26]. The catalyst class is: 173. (8) Reactant: [OH:1][C:2]1[CH:9]=[CH:8][CH:7]=[CH:6][C:3]=1[C:4]#[N:5].Cl[C:11]1[CH:16]=[C:15](Cl)[N:14]=[CH:13][N:12]=1.C(=O)([O-])[O-].[K+].[K+].[OH:24][C:25]1[CH:30]=[CH:29][CH:28]=[CH:27][C:26]=1[CH2:31][C:32]([O:34][CH3:35])=[O:33]. Product: [C:4]([C:3]1[CH:6]=[CH:7][CH:8]=[CH:9][C:2]=1[O:1][C:15]1[N:14]=[CH:13][N:12]=[C:11]([O:24][C:25]2[CH:30]=[CH:29][CH:28]=[CH:27][C:26]=2[CH2:31][C:32]([O:34][CH3:35])=[O:33])[CH:16]=1)#[N:5]. The catalyst class is: 9. (9) Reactant: [C:1]([C:3]1([C:7]2[CH2:8][N:9]([C:12]([O:14][C:15]([CH3:18])([CH3:17])[CH3:16])=[O:13])[CH2:10][CH:11]=2)[CH2:6][CH2:5][CH2:4]1)#[N:2]. Product: [C:1]([C:3]1([CH:7]2[CH2:11][CH2:10][N:9]([C:12]([O:14][C:15]([CH3:18])([CH3:17])[CH3:16])=[O:13])[CH2:8]2)[CH2:4][CH2:5][CH2:6]1)#[N:2]. The catalyst class is: 50.